Dataset: Full USPTO retrosynthesis dataset with 1.9M reactions from patents (1976-2016). Task: Predict the reactants needed to synthesize the given product. (1) Given the product [CH3:27][NH:28][C:6](=[O:7])[CH2:5][CH:9]([C:19]1[CH:20]=[CH:21][CH:22]=[CH:23][CH:24]=1)[C:10]1[C:18]2[C:13](=[N:14][CH:15]=[CH:16][CH:17]=2)[NH:12][CH:11]=1, predict the reactants needed to synthesize it. The reactants are: CC1(C)[O:7][C:6](=O)[CH:5]([CH:9]([C:19]2[CH:24]=[CH:23][CH:22]=[CH:21][CH:20]=2)[C:10]2[C:18]3[C:13](=[N:14][CH:15]=[CH:16][CH:17]=3)[NH:12][CH:11]=2)C(=O)O1.[CH3:27][NH2:28]. (2) The reactants are: [CH3:1][N:2]1[C:6]2[CH:7]=[C:8](B3OC(C)(C)C(C)(C)O3)[CH:9]=[CH:10][C:5]=2[O:4][C:3]1=[O:20].Br[C:22]1[CH:23]=[N:24][CH:25]=[CH:26][C:27]=1[CH:28]([O:30][CH3:31])[CH3:29].C([O-])([O-])=O.[Na+].[Na+]. Given the product [CH3:31][O:30][CH:28]([C:27]1[CH:26]=[CH:25][N:24]=[CH:23][C:22]=1[C:8]1[CH:9]=[CH:10][C:5]2[O:4][C:3](=[O:20])[N:2]([CH3:1])[C:6]=2[CH:7]=1)[CH3:29], predict the reactants needed to synthesize it. (3) Given the product [C:23]1([CH2:22][CH2:21][CH2:20][CH2:19][CH2:18][C:7]2[CH:8]=[C:9]([CH2:12][N:13]3[CH:17]=[CH:16][CH:15]=[N:14]3)[CH:10]=[CH:11][C:6]=2[CH2:5][CH2:4][C:3]([OH:29])=[O:2])[CH:24]=[CH:25][CH:26]=[CH:27][CH:28]=1, predict the reactants needed to synthesize it. The reactants are: C[O:2][C:3](=[O:29])[CH2:4][CH2:5][C:6]1[CH:11]=[CH:10][C:9]([CH2:12][N:13]2[CH:17]=[CH:16][CH:15]=[N:14]2)=[CH:8][C:7]=1[C:18]#[C:19][CH2:20][CH2:21][CH2:22][C:23]1[CH:28]=[CH:27][CH:26]=[CH:25][CH:24]=1. (4) Given the product [CH3:20][O:12][C:11](=[O:13])[CH2:10][CH2:9][C:8]([C:5]1[CH:4]=[CH:3][C:2]([Br:1])=[CH:7][CH:6]=1)=[O:14], predict the reactants needed to synthesize it. The reactants are: [Br:1][C:2]1[CH:7]=[CH:6][C:5]([C:8](=[O:14])[CH2:9][CH2:10][C:11]([OH:13])=[O:12])=[CH:4][CH:3]=1.OS(O)(=O)=O.[CH3:20]O. (5) Given the product [CH2:1]([O:3][C:4]([C:6]1[N:7]=[C:8]([CH:20]2[CH2:25][CH2:24][CH2:23][CH2:22][CH2:21]2)[N:9]([C:11]2[C:16]([I:17])=[CH:15][CH:14]=[C:13]([Cl:18])[C:12]=2[F:19])[CH:10]=1)=[O:5])[C:2]1[CH:31]=[CH:32][CH:27]=[CH:28][CH:29]=1, predict the reactants needed to synthesize it. The reactants are: [CH2:1]([O:3][C:4]([C:6]1[N:7]=[C:8]([CH:20]2[CH2:25][CH2:24][CH2:23][CH2:22][CH2:21]2)[N:9]([C:11]2[C:16]([I:17])=[CH:15][CH:14]=[C:13]([Cl:18])[C:12]=2[F:19])[CH:10]=1)=[O:5])[CH3:2].C(O)[C:27]1[CH:32]=[CH:31]C=[CH:29][CH:28]=1. (6) Given the product [F:19][C:14]([F:20])([O:13][C:10]1[CH:11]=[CH:12][C:7]([N:4]2[CH:5]=[N:6][C:2]([C:37]3[CH:36]=[C:35]4[C:31](=[CH:30][CH:29]=3)[CH2:32][CH:33]([NH:38][C:39](=[O:45])[O:40][C:41]([CH3:43])([CH3:42])[CH3:44])[CH2:34]4)=[N:3]2)=[CH:8][CH:9]=1)[C:15]([F:18])([F:17])[F:16], predict the reactants needed to synthesize it. The reactants are: Br[C:2]1[N:6]=[CH:5][N:4]([C:7]2[CH:12]=[CH:11][C:10]([O:13][C:14]([F:20])([F:19])[C:15]([F:18])([F:17])[F:16])=[CH:9][CH:8]=2)[N:3]=1.CC1(C)C(C)(C)OB([C:29]2[CH:30]=[C:31]3[C:35](=[CH:36][CH:37]=2)[CH2:34][CH:33]([NH:38][C:39](=[O:45])[O:40][C:41]([CH3:44])([CH3:43])[CH3:42])[CH2:32]3)O1.C(=O)(O)[O-].[Na+].O1CCOCC1. (7) The reactants are: [Br:1][C:2]1[CH:10]=[CH:9][C:8]2[NH:7][C:6]3[CH2:11][CH2:12][NH:13][CH2:14][C:5]=3[C:4]=2[CH:3]=1.CN(C1C=CC=CN=1)C.[C:24](O[C:24]([O:26][C:27]([CH3:30])([CH3:29])[CH3:28])=[O:25])([O:26][C:27]([CH3:30])([CH3:29])[CH3:28])=[O:25].C(N(CC)CC)C. Given the product [Br:1][C:2]1[CH:10]=[CH:9][C:8]2[NH:7][C:6]3[CH2:11][CH2:12][N:13]([C:24]([O:26][C:27]([CH3:30])([CH3:29])[CH3:28])=[O:25])[CH2:14][C:5]=3[C:4]=2[CH:3]=1, predict the reactants needed to synthesize it.